Dataset: Catalyst prediction with 721,799 reactions and 888 catalyst types from USPTO. Task: Predict which catalyst facilitates the given reaction. (1) Reactant: [F:1][C:2]1[CH:7]=[CH:6][C:5]([C:8]2[O:9][C:10]3[CH:20]=[CH:19][C:18]([C:21]4[CH:22]=[C:23]([CH:27]=[CH:28][C:29]=4[CH3:30])[C:24](O)=[O:25])=[CH:17][C:11]=3[C:12]=2[C:13](=[O:16])[NH:14][CH3:15])=[CH:4][CH:3]=1.[CH:31]1[CH:32]=[CH:33][C:34]2[N:39]([OH:40])N=[N:37][C:35]=2[CH:36]=1.[CH3:41]CN=C=NCCCN(C)C.Cl.C(N(C(C)C)CC)(C)C. The catalyst class is: 2. Product: [F:1][C:2]1[CH:7]=[CH:6][C:5]([C:8]2[O:9][C:10]3[CH:20]=[CH:19][C:18]([C:21]4[CH:22]=[C:23]([C:24](=[O:25])[NH:37][C:35]5([C:34]6[CH:33]=[C:32]([CH3:31])[O:40][N:39]=6)[CH2:36][CH2:41]5)[CH:27]=[CH:28][C:29]=4[CH3:30])=[CH:17][C:11]=3[C:12]=2[C:13]([NH:14][CH3:15])=[O:16])=[CH:4][CH:3]=1. (2) Reactant: [Br:1][C:2]1[CH:10]=[C:9]2[C:5]([C:6](=[O:12])[NH:7][C:8]2=[O:11])=[CH:4][C:3]=1[C:13]([OH:15])=[O:14].Cl[CH2:17][C:18]1[CH:23]=[CH:22][C:21]([O:24][CH3:25])=[CH:20][CH:19]=1.[C:26](=[O:29])([O-])[O-].[K+].[K+].CN(C=O)C. Product: [Br:1][C:2]1[CH:10]=[C:9]2[C:5]([C:6](=[O:12])[N:7]([CH2:17][C:18]3[CH:23]=[CH:22][C:21]([O:24][CH3:25])=[CH:20][CH:19]=3)[C:8]2=[O:11])=[CH:4][C:3]=1[C:13]([O:15][CH2:13][C:3]1[CH:4]=[CH:5][C:9]([O:29][CH3:26])=[CH:10][CH:2]=1)=[O:14]. The catalyst class is: 6.